Dataset: Full USPTO retrosynthesis dataset with 1.9M reactions from patents (1976-2016). Task: Predict the reactants needed to synthesize the given product. (1) Given the product [Cl:1][C:2]1[CH:7]=[CH:6][C:5]([C:8]2([C:11]([N:13]3[CH2:17][C@H:16]([S:18]([C:21]4[CH:26]=[CH:25][CH:24]=[CH:23][C:22]=4[Cl:27])(=[O:20])=[O:19])[CH2:15][C@H:14]3[C:28]([OH:30])=[O:29])=[O:12])[CH2:10][CH2:9]2)=[CH:4][CH:3]=1, predict the reactants needed to synthesize it. The reactants are: [Cl:1][C:2]1[CH:7]=[CH:6][C:5]([C:8]2([C:11]([N:13]3[CH2:17][C@H:16]([S:18]([C:21]4[CH:26]=[CH:25][CH:24]=[CH:23][C:22]=4[Cl:27])(=[O:20])=[O:19])[CH2:15][C@H:14]3[C:28]([O:30]C)=[O:29])=[O:12])[CH2:10][CH2:9]2)=[CH:4][CH:3]=1.C1COCC1.O.[OH-].[Li+]. (2) Given the product [CH2:1]([S:3]([N:6]1[CH2:7][CH2:8][CH:9]([C:12]2[C:20]3[C:15](=[C:16]([C:30]([NH2:31])=[O:33])[CH:17]=[C:18]([O:21][C:22]4[CH:23]=[CH:24][C:25]([O:28][CH3:29])=[CH:26][CH:27]=4)[CH:19]=3)[NH:14][CH:13]=2)[CH2:10][CH2:11]1)(=[O:5])=[O:4])[CH3:2], predict the reactants needed to synthesize it. The reactants are: [CH2:1]([S:3]([N:6]1[CH2:11][CH2:10][CH:9]([C:12]2[C:20]3[C:15](=[C:16]([C:30]#[N:31])[CH:17]=[C:18]([O:21][C:22]4[CH:27]=[CH:26][C:25]([O:28][CH3:29])=[CH:24][CH:23]=4)[CH:19]=3)[NH:14][CH:13]=2)[CH2:8][CH2:7]1)(=[O:5])=[O:4])[CH3:2].B1([O-])O[O:33]1.O.O.O.O.[Na+]. (3) Given the product [CH3:20][S:17]([C:8]1[S:7][C:6]([C:4]([OH:5])=[O:3])=[C:14]2[C:9]=1[C:10](=[O:16])[NH:11][C:12]([CH3:15])=[N:13]2)(=[O:19])=[O:18], predict the reactants needed to synthesize it. The reactants are: C([O:3][C:4]([C:6]1[S:7][C:8]([S:17]([CH3:20])(=[O:19])=[O:18])=[C:9]2[C:14]=1[N:13]=[C:12]([CH3:15])[NH:11][C:10]2=[O:16])=[O:5])C.[OH-].[Na+].Cl. (4) Given the product [CH3:24][C:4]1[N:5]2[C:10]3[CH:11]=[CH:12][NH:13][C:9]=3[N:8]=[CH:7][C:6]2=[C:2]([C:30]2[CH:31]=[CH:32][C:27]([CH:25]=[O:26])=[CH:28][CH:29]=2)[N:3]=1, predict the reactants needed to synthesize it. The reactants are: Br[C:2]1[N:3]=[C:4]([CH3:24])[N:5]2[C:10]3[CH:11]=[CH:12][N:13](S(C4C=CC(C)=CC=4)(=O)=O)[C:9]=3[N:8]=[CH:7][C:6]=12.[CH:25]([C:27]1[CH:32]=[CH:31][C:30](B(O)O)=[CH:29][CH:28]=1)=[O:26].CCO.C([O-])([O-])=O.[Cs+].[Cs+].